This data is from Forward reaction prediction with 1.9M reactions from USPTO patents (1976-2016). The task is: Predict the product of the given reaction. (1) Given the reactants [CH2:1]([O:8][C:9]([N:11]1[CH2:16][CH2:15][CH2:14][CH:13]([NH2:17])[CH2:12]1)=[O:10])[C:2]1[CH:7]=[CH:6][CH:5]=[CH:4][CH:3]=1.Br[CH2:19][C:20]#[N:21], predict the reaction product. The product is: [C:20]([CH2:19][NH:17][CH:13]1[CH2:14][CH2:15][CH2:16][N:11]([C:9]([O:8][CH2:1][C:2]2[CH:7]=[CH:6][CH:5]=[CH:4][CH:3]=2)=[O:10])[CH2:12]1)#[N:21]. (2) Given the reactants Cl[C:2]1[C:3]2[CH:10]=[CH:9][N:8]([CH2:11][O:12][CH2:13][CH2:14][Si:15]([CH3:18])([CH3:17])[CH3:16])[C:4]=2[N:5]=[CH:6][N:7]=1.C([O-])([O-])=O.[Cs+].[Cs+].[Cl:25][C:26]1[CH:27]=[CH:28][C:29]([CH3:39])=[C:30]([C:32]2[C:33]([C:37]#[N:38])=[CH:34][NH:35][CH:36]=2)[CH:31]=1, predict the reaction product. The product is: [Cl:25][C:26]1[CH:27]=[CH:28][C:29]([CH3:39])=[C:30]([C:32]2[C:33]([C:37]#[N:38])=[CH:34][N:35]([C:2]3[C:3]4[CH:10]=[CH:9][N:8]([CH2:11][O:12][CH2:13][CH2:14][Si:15]([CH3:18])([CH3:17])[CH3:16])[C:4]=4[N:5]=[CH:6][N:7]=3)[CH:36]=2)[CH:31]=1. (3) Given the reactants [C:1]([C:3]1[CH:4]=[C:5]([CH:9]=[CH:10][C:11]=1[O:12][CH:13]([CH3:15])[CH3:14])[C:6](O)=O)#[N:2].[NH:16]([C:18](=[S:20])[NH2:19])[NH2:17], predict the reaction product. The product is: [NH2:19][C:18]1[S:20][C:6]([C:5]2[CH:9]=[CH:10][C:11]([O:12][CH:13]([CH3:15])[CH3:14])=[C:3]([CH:4]=2)[C:1]#[N:2])=[N:17][N:16]=1. (4) Given the reactants [CH2:1]([O:3][C:4](=[O:32])[CH2:5][O:6][C:7]1[CH:12]=[CH:11][C:10]([S:13][C:14]2[CH:19]=[C:18]([O:20][CH2:21][CH2:22][CH2:23][N:24]3[CH2:29][CH2:28][O:27][CH2:26][CH2:25]3)[CH:17]=[C:16](Br)[CH:15]=2)=[CH:9][C:8]=1[Cl:31])[CH3:2].[CH:33]#[C:34][CH2:35][CH2:36][CH3:37], predict the reaction product. The product is: [CH2:1]([O:3][C:4](=[O:32])[CH2:5][O:6][C:7]1[CH:12]=[CH:11][C:10]([S:13][C:14]2[CH:15]=[C:16]([C:33]#[C:34][CH2:35][CH2:36][CH3:37])[CH:17]=[C:18]([O:20][CH2:21][CH2:22][CH2:23][N:24]3[CH2:29][CH2:28][O:27][CH2:26][CH2:25]3)[CH:19]=2)=[CH:9][C:8]=1[Cl:31])[CH3:2]. (5) Given the reactants [Cl:1][C:2]1[C:7]([F:8])=[CH:6][CH:5]=[C:4]([Cl:9])[C:3]=1/[CH:10]=[N:11]/[N:12]1[C:20]2[C:15](=[N:16][CH:17]=[C:18]([C:21]3[CH:22]=[N:23][N:24]([CH:26]4[CH2:31][CH2:30][NH:29][CH2:28][CH2:27]4)[CH:25]=3)[CH:19]=2)[CH:14]=[CH:13]1.[BH4-].[Na+], predict the reaction product. The product is: [Cl:1][C:2]1[C:7]([F:8])=[CH:6][CH:5]=[C:4]([Cl:9])[C:3]=1[CH2:10][NH:11][N:12]1[C:20]2[C:15](=[N:16][CH:17]=[C:18]([C:21]3[CH:22]=[N:23][N:24]([CH:26]4[CH2:31][CH2:30][NH:29][CH2:28][CH2:27]4)[CH:25]=3)[CH:19]=2)[CH:14]=[CH:13]1.